From a dataset of NCI-60 drug combinations with 297,098 pairs across 59 cell lines. Regression. Given two drug SMILES strings and cell line genomic features, predict the synergy score measuring deviation from expected non-interaction effect. (1) Drug 1: CC1OCC2C(O1)C(C(C(O2)OC3C4COC(=O)C4C(C5=CC6=C(C=C35)OCO6)C7=CC(=C(C(=C7)OC)O)OC)O)O. Drug 2: C1=NC2=C(N=C(N=C2N1C3C(C(C(O3)CO)O)O)F)N. Cell line: SK-MEL-28. Synergy scores: CSS=15.4, Synergy_ZIP=-8.27, Synergy_Bliss=-5.39, Synergy_Loewe=-10.1, Synergy_HSA=-4.36. (2) Synergy scores: CSS=46.1, Synergy_ZIP=3.39, Synergy_Bliss=6.10, Synergy_Loewe=4.45, Synergy_HSA=9.57. Cell line: LOX IMVI. Drug 1: C1CC(=O)NC(=O)C1N2CC3=C(C2=O)C=CC=C3N. Drug 2: CN(C)N=NC1=C(NC=N1)C(=O)N. (3) Drug 1: C1=CC(=CC=C1CCCC(=O)O)N(CCCl)CCCl. Drug 2: C1=CN(C(=O)N=C1N)C2C(C(C(O2)CO)O)O.Cl. Cell line: CCRF-CEM. Synergy scores: CSS=78.4, Synergy_ZIP=-0.737, Synergy_Bliss=-0.653, Synergy_Loewe=0.824, Synergy_HSA=3.30. (4) Drug 1: CC12CCC(CC1=CCC3C2CCC4(C3CC=C4C5=CN=CC=C5)C)O. Drug 2: CCCCCOC(=O)NC1=NC(=O)N(C=C1F)C2C(C(C(O2)C)O)O. Cell line: SNB-75. Synergy scores: CSS=3.84, Synergy_ZIP=-0.585, Synergy_Bliss=2.78, Synergy_Loewe=1.94, Synergy_HSA=2.31.